From a dataset of Reaction yield outcomes from USPTO patents with 853,638 reactions. Predict the reaction yield, written as a fraction of the theoretical maximum amount of product (1.0 means a 100% yield; for example, 0.34 means a 34% yield). (1) The reactants are O[CH2:2][C@@H:3]([CH3:16])[CH2:4][N:5]1[C:14]2[C:9](=[CH:10][CH:11]=[CH:12][CH:13]=2)[CH2:8][CH2:7][C:6]1=[O:15].C1C=CC(P(C2C=CC=CC=2)C2C=CC=CC=2)=CC=1.N1C=CN=C1.[I:41]I. The catalyst is C(Cl)Cl. The product is [I:41][CH2:2][C@@H:3]([CH3:16])[CH2:4][N:5]1[C:14]2[C:9](=[CH:10][CH:11]=[CH:12][CH:13]=2)[CH2:8][CH2:7][C:6]1=[O:15]. The yield is 0.930. (2) The reactants are C(NC1C=CC(C2C=C3C(CN([C@@H](C(C)C)C(O)=O)C3=O)=CC=2)=CC=1)(=O)C1C=CC=CC=1.[CH3:33][CH:34]([CH3:74])[C@H:35]([N:40]1[CH2:48][C:47]2[C:42](=[CH:43][C:44]([C:49]3[CH:54]=[CH:53][C:52]([NH:55][C:56]([C:58]4[O:62][N:61]=[C:60]([C:63]5[CH:68]=[CH:67][C:66]([C:69]([F:72])([F:71])[F:70])=[CH:65][CH:64]=5)[CH:59]=4)=[O:57])=[CH:51][CH:50]=3)=[CH:45][CH:46]=2)[C:41]1=[O:73])[C:36]([O:38]C)=[O:37]. No catalyst specified. The product is [CH3:33][CH:34]([CH3:74])[C@H:35]([N:40]1[CH2:48][C:47]2[C:42](=[CH:43][C:44]([C:49]3[CH:50]=[CH:51][C:52]([NH:55][C:56]([C:58]4[O:62][N:61]=[C:60]([C:63]5[CH:64]=[CH:65][C:66]([C:69]([F:72])([F:71])[F:70])=[CH:67][CH:68]=5)[CH:59]=4)=[O:57])=[CH:53][CH:54]=3)=[CH:45][CH:46]=2)[C:41]1=[O:73])[C:36]([OH:38])=[O:37]. The yield is 0.820. (3) The catalyst is C(#N)C.O.Cl[Pd](Cl)([P](C1C=CC=CC=1)(C1C=CC=CC=1)C1C=CC=CC=1)[P](C1C=CC=CC=1)(C1C=CC=CC=1)C1C=CC=CC=1. The yield is 0.524. The reactants are [NH2:1][C:2]1[C:7]([F:8])=[C:6](Cl)[N:5]=[C:4]([C:10]([O:12][CH3:13])=[O:11])[C:3]=1[Cl:14].[F:15][C:16]1[C:17](B2OC(C)(C)C(C)(C)O2)=[CH:18][CH:19]=[C:20]2[C:24]=1[NH:23][CH:22]=[CH:21]2.[F-].[Cs+].[F-].[K+]. The product is [NH2:1][C:2]1[C:7]([F:8])=[C:6]([C:17]2[C:16]([F:15])=[C:24]3[C:20]([CH:21]=[CH:22][NH:23]3)=[CH:19][CH:18]=2)[N:5]=[C:4]([C:10]([O:12][CH3:13])=[O:11])[C:3]=1[Cl:14]. (4) The reactants are [CH3:1][O:2][C:3]1[CH:4]=[CH:5][C:6]2[O:10][C:9](B(O)O)=[CH:8][C:7]=2[CH:14]=1.Cl[C:16]1[C:25]([N:26]([CH:28]([CH3:30])[CH3:29])[CH3:27])=[N:24][C:23]2[C:18](=[CH:19][CH:20]=[C:21]([C:31]([O:33][CH2:34]C)=[O:32])[CH:22]=2)[N:17]=1.[O-]P([O-])([O-])=O.[K+].[K+].[K+]. The catalyst is O1CCOCC1.O.C1C=CC([P]([Pd]([P](C2C=CC=CC=2)(C2C=CC=CC=2)C2C=CC=CC=2)([P](C2C=CC=CC=2)(C2C=CC=CC=2)C2C=CC=CC=2)[P](C2C=CC=CC=2)(C2C=CC=CC=2)C2C=CC=CC=2)(C2C=CC=CC=2)C2C=CC=CC=2)=CC=1. The product is [CH:28]([N:26]([CH3:27])[C:25]1[C:16]([C:9]2[O:10][C:6]3[CH:5]=[CH:4][C:3]([O:2][CH3:1])=[CH:14][C:7]=3[CH:8]=2)=[N:17][CH:18]2[CH:23]([N:24]=1)[CH:22]=[C:21]([C:31]([O:33][CH3:34])=[O:32])[CH:20]=[CH:19]2)([CH3:30])[CH3:29]. The yield is 0.730.